From a dataset of Forward reaction prediction with 1.9M reactions from USPTO patents (1976-2016). Predict the product of the given reaction. The product is: [CH:1]1([CH2:6][CH:7]([N:11]2[C:16](=[O:17])[CH:15]=[C:14]([O:18][C:19]3[C:28]4[CH2:27][CH2:26][CH2:25][CH2:24][C:23]=4[CH:22]=[CH:21][CH:20]=3)[CH:13]=[N:12]2)[C:8]([NH:50][C:51]2[CH:55]=[CH:54][N:53]([CH2:56][C:57]([OH:59])([CH3:58])[CH3:60])[N:52]=2)=[O:10])[CH2:5][CH2:4][CH2:3][CH2:2]1. Given the reactants [CH:1]1([CH2:6][CH:7]([N:11]2[C:16](=[O:17])[CH:15]=[C:14]([O:18][C:19]3[C:28]4[CH2:27][CH2:26][CH2:25][CH2:24][C:23]=4[CH:22]=[CH:21][CH:20]=3)[CH:13]=[N:12]2)[C:8]([OH:10])=O)[CH2:5][CH2:4][CH2:3][CH2:2]1.CN(C)CCCN=C=NCC.ON1C2C=CC=CC=2N=N1.[NH2:50][C:51]1[CH:55]=[CH:54][N:53]([CH2:56][C:57]([CH3:60])([OH:59])[CH3:58])[N:52]=1, predict the reaction product.